Dataset: NCI-60 drug combinations with 297,098 pairs across 59 cell lines. Task: Regression. Given two drug SMILES strings and cell line genomic features, predict the synergy score measuring deviation from expected non-interaction effect. (1) Drug 1: CN(C)C1=NC(=NC(=N1)N(C)C)N(C)C. Drug 2: C1=CC(=CC=C1CCCC(=O)O)N(CCCl)CCCl. Cell line: SK-MEL-28. Synergy scores: CSS=7.20, Synergy_ZIP=2.73, Synergy_Bliss=6.70, Synergy_Loewe=-9.10, Synergy_HSA=-1.71. (2) Drug 1: C1=NC2=C(N1)C(=S)N=CN2. Drug 2: CCN(CC)CCCC(C)NC1=C2C=C(C=CC2=NC3=C1C=CC(=C3)Cl)OC. Cell line: M14. Synergy scores: CSS=30.0, Synergy_ZIP=-11.5, Synergy_Bliss=-14.7, Synergy_Loewe=-21.0, Synergy_HSA=-12.2. (3) Drug 1: CS(=O)(=O)CCNCC1=CC=C(O1)C2=CC3=C(C=C2)N=CN=C3NC4=CC(=C(C=C4)OCC5=CC(=CC=C5)F)Cl. Drug 2: C1CC(=O)NC(=O)C1N2C(=O)C3=CC=CC=C3C2=O. Cell line: A498. Synergy scores: CSS=17.8, Synergy_ZIP=-3.30, Synergy_Bliss=-1.76, Synergy_Loewe=-6.61, Synergy_HSA=0.662. (4) Drug 1: CC1=CC=C(C=C1)C2=CC(=NN2C3=CC=C(C=C3)S(=O)(=O)N)C(F)(F)F. Drug 2: COC1=C2C(=CC3=C1OC=C3)C=CC(=O)O2. Cell line: U251. Synergy scores: CSS=-6.02, Synergy_ZIP=11.4, Synergy_Bliss=6.89, Synergy_Loewe=0.672, Synergy_HSA=-0.189. (5) Drug 1: C1CN1P(=S)(N2CC2)N3CC3. Drug 2: C(CCl)NC(=O)N(CCCl)N=O. Cell line: BT-549. Synergy scores: CSS=13.5, Synergy_ZIP=-2.77, Synergy_Bliss=-1.20, Synergy_Loewe=-7.92, Synergy_HSA=-2.49. (6) Drug 1: CCC1=CC2CC(C3=C(CN(C2)C1)C4=CC=CC=C4N3)(C5=C(C=C6C(=C5)C78CCN9C7C(C=CC9)(C(C(C8N6C)(C(=O)OC)O)OC(=O)C)CC)OC)C(=O)OC.C(C(C(=O)O)O)(C(=O)O)O. Drug 2: C1CCC(CC1)NC(=O)N(CCCl)N=O. Cell line: RXF 393. Synergy scores: CSS=19.5, Synergy_ZIP=-5.52, Synergy_Bliss=-4.39, Synergy_Loewe=-7.03, Synergy_HSA=-1.85. (7) Drug 1: CC1C(C(CC(O1)OC2CC(OC(C2O)C)OC3=CC4=CC5=C(C(=O)C(C(C5)C(C(=O)C(C(C)O)O)OC)OC6CC(C(C(O6)C)O)OC7CC(C(C(O7)C)O)OC8CC(C(C(O8)C)O)(C)O)C(=C4C(=C3C)O)O)O)O. Drug 2: CCCCCOC(=O)NC1=NC(=O)N(C=C1F)C2C(C(C(O2)C)O)O. Cell line: SW-620. Synergy scores: CSS=36.2, Synergy_ZIP=1.75, Synergy_Bliss=4.23, Synergy_Loewe=-40.3, Synergy_HSA=0.305. (8) Drug 1: C1CCC(CC1)NC(=O)N(CCCl)N=O. Drug 2: CCC1(C2=C(COC1=O)C(=O)N3CC4=CC5=C(C=CC(=C5CN(C)C)O)N=C4C3=C2)O.Cl. Cell line: U251. Synergy scores: CSS=56.3, Synergy_ZIP=0.143, Synergy_Bliss=2.33, Synergy_Loewe=3.20, Synergy_HSA=5.37. (9) Drug 1: C1=CC=C(C(=C1)C(C2=CC=C(C=C2)Cl)C(Cl)Cl)Cl. Drug 2: CC1CCC2CC(C(=CC=CC=CC(CC(C(=O)C(C(C(=CC(C(=O)CC(OC(=O)C3CCCCN3C(=O)C(=O)C1(O2)O)C(C)CC4CCC(C(C4)OC)O)C)C)O)OC)C)C)C)OC. Cell line: HS 578T. Synergy scores: CSS=14.2, Synergy_ZIP=0.509, Synergy_Bliss=1.72, Synergy_Loewe=5.75, Synergy_HSA=1.99.